Task: Predict the reaction yield, written as a fraction of the theoretical maximum amount of product (1.0 means a 100% yield; for example, 0.34 means a 34% yield).. Dataset: Reaction yield outcomes from USPTO patents with 853,638 reactions The reactants are C(P(C(C)(C)C)C1C=CC=CC=1C1C=CC=CC=1)(C)(C)C.[O-]P([O-])([O-])=O.[K+].[K+].[K+].C([O:32][C:33](=[O:62])[CH:34]([C:55]1[CH:56]=[C:57]([CH3:61])[CH:58]=[CH:59][CH:60]=1)[CH2:35][C:36]1[CH:40]=[C:39]([C:41]2[CH:46]=[CH:45][C:44](Br)=[CH:43][CH:42]=2)[N:38]([C:48]2[CH:53]=[CH:52][C:51]([CH3:54])=[CH:50][CH:49]=2)[N:37]=1)C.[CH2:63]([NH2:66])[CH:64]=[CH2:65]. The catalyst is C1(C)C=CC=CC=1.O.C(OCC)(=O)C. The product is [CH2:63]([NH:66][C:44]1[CH:43]=[CH:42][C:41]([C:39]2[N:38]([C:48]3[CH:53]=[CH:52][C:51]([CH3:54])=[CH:50][CH:49]=3)[N:37]=[C:36]([CH2:35][CH:34]([C:55]3[CH:56]=[C:57]([CH3:61])[CH:58]=[CH:59][CH:60]=3)[C:33]([OH:62])=[O:32])[CH:40]=2)=[CH:46][CH:45]=1)[CH:64]=[CH2:65]. The yield is 0.470.